Dataset: Full USPTO retrosynthesis dataset with 1.9M reactions from patents (1976-2016). Task: Predict the reactants needed to synthesize the given product. Given the product [F:1][C:2]1[CH:3]=[C:4]([Cl:11])[C:5]([O:10][CH3:14])=[C:6]([CH:9]=1)[CH:7]=[O:8], predict the reactants needed to synthesize it. The reactants are: [F:1][C:2]1[CH:3]=[C:4]([Cl:11])[C:5]([OH:10])=[C:6]([CH:9]=1)[CH:7]=[O:8].CI.[C:14](=O)([O-])[O-].[K+].[K+].